Dataset: NCI-60 drug combinations with 297,098 pairs across 59 cell lines. Task: Regression. Given two drug SMILES strings and cell line genomic features, predict the synergy score measuring deviation from expected non-interaction effect. (1) Drug 1: CC1=CC2C(CCC3(C2CCC3(C(=O)C)OC(=O)C)C)C4(C1=CC(=O)CC4)C. Drug 2: CC1=C(C(=CC=C1)Cl)NC(=O)C2=CN=C(S2)NC3=CC(=NC(=N3)C)N4CCN(CC4)CCO. Cell line: CCRF-CEM. Synergy scores: CSS=4.61, Synergy_ZIP=2.66, Synergy_Bliss=5.99, Synergy_Loewe=3.68, Synergy_HSA=2.95. (2) Cell line: HOP-62. Synergy scores: CSS=5.95, Synergy_ZIP=-4.91, Synergy_Bliss=-8.39, Synergy_Loewe=-18.0, Synergy_HSA=-7.09. Drug 1: CC1C(C(CC(O1)OC2CC(CC3=C2C(=C4C(=C3O)C(=O)C5=C(C4=O)C(=CC=C5)OC)O)(C(=O)CO)O)N)O.Cl. Drug 2: C1CC(=O)NC(=O)C1N2C(=O)C3=CC=CC=C3C2=O. (3) Drug 1: CS(=O)(=O)CCNCC1=CC=C(O1)C2=CC3=C(C=C2)N=CN=C3NC4=CC(=C(C=C4)OCC5=CC(=CC=C5)F)Cl. Drug 2: CC(C)CN1C=NC2=C1C3=CC=CC=C3N=C2N. Cell line: MOLT-4. Synergy scores: CSS=2.80, Synergy_ZIP=0.336, Synergy_Bliss=1.45, Synergy_Loewe=0, Synergy_HSA=1.48. (4) Drug 1: CC1=C(C=C(C=C1)NC(=O)C2=CC=C(C=C2)CN3CCN(CC3)C)NC4=NC=CC(=N4)C5=CN=CC=C5. Drug 2: CCC1(C2=C(COC1=O)C(=O)N3CC4=CC5=C(C=CC(=C5CN(C)C)O)N=C4C3=C2)O.Cl. Cell line: PC-3. Synergy scores: CSS=12.7, Synergy_ZIP=-0.819, Synergy_Bliss=-1.47, Synergy_Loewe=-15.7, Synergy_HSA=-1.54.